This data is from Full USPTO retrosynthesis dataset with 1.9M reactions from patents (1976-2016). The task is: Predict the reactants needed to synthesize the given product. Given the product [CH2:9]([O:8][C:6](=[O:7])[CH2:17][N:1]1[CH:5]=[CH:4][N:3]=[N:2]1)[C:10]1[CH:15]=[CH:14][CH:13]=[CH:12][CH:11]=1, predict the reactants needed to synthesize it. The reactants are: [NH:1]1[CH:5]=[CH:4][N:3]=[N:2]1.[C:6](Cl)([O:8][CH2:9][C:10]1[CH:15]=[CH:14][CH:13]=[CH:12][CH:11]=1)=[O:7].[CH3:17]CN(C(C)C)C(C)C.CCOCC.